From a dataset of Experimentally validated miRNA-target interactions with 360,000+ pairs, plus equal number of negative samples. Binary Classification. Given a miRNA mature sequence and a target amino acid sequence, predict their likelihood of interaction. The miRNA is cel-miR-787-3p with sequence UAAGCUCGUUUUAGUAUCUUUCG. The protein sequence of the target gene is MAATSGTDEPVSGELVSVAHALSLPAESYGNDPDIEMAWAMRAMQHAEVYYKLISSVDPQFLKLTKVDDQIYSEFRKNFETLRIDVLDPEELKSESAKEKWRPFCLKFNGIVEDFNYGTLLRLDCSQGYTEENTIFAPRIQFFAIEIARNREGYNKAVYISVQDKEGEKGVNNGGEKRADSGEEENTKNGGEKGADSGEEKEEGINREDKTDKGGEKGKEADKEINKSGEKAM. Result: 0 (no interaction).